From a dataset of Full USPTO retrosynthesis dataset with 1.9M reactions from patents (1976-2016). Predict the reactants needed to synthesize the given product. (1) Given the product [C:1]([O:5][C:6]([NH:8][CH2:9][CH2:10][CH2:11][N:12]([CH3:58])[CH2:13][CH2:14][CH2:15][NH:16][C:17]1[C:29]2[C:28]3[C:23](=[CH:24][C:25]([C:30]([O:32][CH3:33])=[O:31])=[CH:26][CH:27]=3)[NH:22][C:21]=2[N:20]=[C:19]([CH2:34][C:35]2[CH:40]=[CH:39][CH:38]=[C:37]([C:41]3([C:42]([F:43])([F:44])[F:45])[NH:59][NH:46]3)[CH:36]=2)[N:18]=1)=[O:7])([CH3:4])([CH3:2])[CH3:3], predict the reactants needed to synthesize it. The reactants are: [C:1]([O:5][C:6]([NH:8][CH2:9][CH2:10][CH2:11][N:12]([CH3:58])[CH2:13][CH2:14][CH2:15][NH:16][C:17]1[C:29]2[C:28]3[C:23](=[CH:24][C:25]([C:30]([O:32][CH3:33])=[O:31])=[CH:26][CH:27]=3)[NH:22][C:21]=2[N:20]=[C:19]([CH2:34][C:35]2[CH:40]=[CH:39][CH:38]=[C:37]([C:41](=[N:46]OS(C3C=CC(C)=CC=3)(=O)=O)[C:42]([F:45])([F:44])[F:43])[CH:36]=2)[N:18]=1)=[O:7])([CH3:4])([CH3:3])[CH3:2].[NH3:59]. (2) Given the product [Cl:27][C:25]1[CH:24]=[CH:23][C:22]([O:28][CH:29]([F:31])[F:30])=[C:21]([C:6]2[C:7]([NH:9][C:10]([C:12]3[CH:13]=[N:14][N:15]4[CH:20]=[CH:19][CH:18]=[N:17][C:16]=34)=[O:11])=[CH:8][N:4]([CH2:3][CH2:2][NH:40][CH2:41][C:42]([O:44][CH2:45][CH3:46])=[O:43])[N:5]=2)[CH:26]=1, predict the reactants needed to synthesize it. The reactants are: Br[CH2:2][CH2:3][N:4]1[CH:8]=[C:7]([NH:9][C:10]([C:12]2[CH:13]=[N:14][N:15]3[CH:20]=[CH:19][CH:18]=[N:17][C:16]=23)=[O:11])[C:6]([C:21]2[CH:26]=[C:25]([Cl:27])[CH:24]=[CH:23][C:22]=2[O:28][CH:29]([F:31])[F:30])=[N:5]1.C(N(CC)CC)C.Cl.[NH2:40][CH2:41][C:42]([O:44][CH2:45][CH3:46])=[O:43]. (3) Given the product [C:31]([Si:28]([CH3:30])([CH3:29])[O:35][C:36]1[CH:41]=[CH:40][C:39]([O:26][C:23]2[CH:24]=[CH:25][C:20]([CH2:19][CH2:18][N:10]([CH2:9][C@@H:8]([C:4]3[CH:5]=[CH:6][CH:7]=[C:2]([Cl:1])[CH:3]=3)[OH:27])[C:11](=[O:17])[O:12][C:13]([CH3:16])([CH3:14])[CH3:15])=[CH:21][CH:22]=2)=[CH:38][CH:37]=1)([CH3:34])([CH3:33])[CH3:32], predict the reactants needed to synthesize it. The reactants are: [Cl:1][C:2]1[CH:3]=[C:4]([C@@H:8]([OH:27])[CH2:9][N:10]([CH2:18][CH2:19][C:20]2[CH:25]=[CH:24][C:23]([OH:26])=[CH:22][CH:21]=2)[C:11](=[O:17])[O:12][C:13]([CH3:16])([CH3:15])[CH3:14])[CH:5]=[CH:6][CH:7]=1.[Si:28]([O:35][C:36]1[CH:41]=[CH:40][C:39](B(O)O)=[CH:38][CH:37]=1)([C:31]([CH3:34])([CH3:33])[CH3:32])([CH3:30])[CH3:29].C(N(CC)CC)C. (4) The reactants are: Cl[C:2]1[N:7]=[C:6]([CH3:8])[CH:5]=[CH:4][N:3]=1.[F-].[K+].C1OCCOCCOCCOCCOCCOC1.[NH2:29][C@H:30]1[C:39]2[C:34](=[CH:35][CH:36]=[C:37]([O:40][CH:41]3[CH2:45][CH2:44][O:43][CH2:42]3)[CH:38]=2)[N:33]([C:46](=[O:48])[CH3:47])[C@@H:32]([CH3:49])[C@@H:31]1[CH3:50].CCN(C(C)C)C(C)C. Given the product [CH3:49][C@H:32]1[C@H:31]([CH3:50])[C@@H:30]([NH:29][C:2]2[N:7]=[C:6]([CH3:8])[CH:5]=[CH:4][N:3]=2)[C:39]2[C:34](=[CH:35][CH:36]=[C:37]([O:40][CH:41]3[CH2:45][CH2:44][O:43][CH2:42]3)[CH:38]=2)[N:33]1[C:46](=[O:48])[CH3:47], predict the reactants needed to synthesize it. (5) The reactants are: [O:1]=[C:2]1[CH2:6][O:5][C:4]([NH:7][N:8]2[CH2:13][CH2:12][N:11]([CH2:14][C:15]([F:18])([F:17])[F:16])[CH2:10][CH2:9]2)=[C:3]1[C:19]([O:21][CH2:22][CH3:23])=[O:20].[NH:24]1[C:32]2[C:27](=[CH:28][CH:29]=[CH:30][N:31]=2)[C:26]([CH:33]=O)=[CH:25]1.N1CCC[C@H]1C(O)=O. Given the product [NH:24]1[C:32]2=[N:31][CH:30]=[CH:29][CH:28]=[C:27]2[C:26]([CH:33]=[C:6]2[O:5][C:4]([NH:7][N:8]3[CH2:13][CH2:12][N:11]([CH2:14][C:15]([F:18])([F:17])[F:16])[CH2:10][CH2:9]3)=[C:3]([C:19]([O:21][CH2:22][CH3:23])=[O:20])[C:2]2=[O:1])=[CH:25]1, predict the reactants needed to synthesize it. (6) Given the product [NH2:10][C:11]1[CH:15]=[C:14]([CH3:33])[N:13]([C:17]2[CH:22]=[CH:21][C:20]([C:23]3[CH:27]=[CH:26][S:25][CH:24]=3)=[CH:19][CH:18]=2)[C:12]=1[C:28]([O:30][CH2:31][CH3:32])=[O:29], predict the reactants needed to synthesize it. The reactants are: CB1OB(C)OB(C)O1.[NH2:10][C:11]1[CH:15]=[C:14](Cl)[N:13]([C:17]2[CH:22]=[CH:21][C:20]([C:23]3[CH:27]=[CH:26][S:25][CH:24]=3)=[CH:19][CH:18]=2)[C:12]=1[C:28]([O:30][CH2:31][CH3:32])=[O:29].[CH3:33]C(OC1C=CC=C(OC(C)C)C=1C1C=CC=CC=1P(C1CCCCC1)C1CCCCC1)C.C(=O)([O-])[O-].[Cs+].[Cs+].